From a dataset of Full USPTO retrosynthesis dataset with 1.9M reactions from patents (1976-2016). Predict the reactants needed to synthesize the given product. Given the product [CH3:15][O:9][C:8]([C:5]1[CH:6]=[CH:7][C:2]([CH3:1])=[CH:3][CH:4]=1)=[O:10], predict the reactants needed to synthesize it. The reactants are: [CH3:1][C:2]1[CH:3]=[CH:4][C:5]([C:8]([OH:10])=[O:9])=[CH:6][CH:7]=1.S(Cl)(Cl)=O.[C:15]([O-])(O)=O.[Na+].